From a dataset of Forward reaction prediction with 1.9M reactions from USPTO patents (1976-2016). Predict the product of the given reaction. (1) Given the reactants [CH:1]([O:14][C:15]([C:17]1[N:22]2[C:23](=[O:66])[CH:24]([NH:25][C:26](=[O:65])[C:27](=[N:53][O:54][C:55]([CH3:64])([C:57]([O:59][C:60]([CH3:63])([CH3:62])[CH3:61])=[O:58])[CH3:56])[C:28]3[N:29]=[C:30]([NH:33][C:34]([C:47]4[CH:52]=[CH:51][CH:50]=[CH:49][CH:48]=4)([C:41]4[CH:46]=[CH:45][CH:44]=[CH:43][CH:42]=4)[C:35]4[CH:40]=[CH:39][CH:38]=[CH:37][CH:36]=4)[S:31][CH:32]=3)[C@H:21]2[S:20][CH2:19][C:18]=1[CH2:67]Cl)=[O:16])([C:8]1[CH:13]=[CH:12][CH:11]=[CH:10][CH:9]=1)[C:2]1[CH:7]=[CH:6][CH:5]=[CH:4][CH:3]=1.[I-].[Na+].C1(P(C2C=CC=CC=2)C2C=CC=CC=2)C=CC=CC=1.[N+:90]([C:93]1[CH:100]=[C:99]([N+:101]([O-:103])=[O:102])[CH:98]=[CH:97][C:94]=1[CH:95]=O)([O-:92])=[O:91].C(=O)([O-])O.[Na+], predict the reaction product. The product is: [CH:1]([O:14][C:15]([C:17]1[N:22]2[C:23](=[O:66])[CH:24]([NH:25][C:26](=[O:65])[C:27](=[N:53][O:54][C:55]([CH3:64])([C:57]([O:59][C:60]([CH3:63])([CH3:62])[CH3:61])=[O:58])[CH3:56])[C:28]3[N:29]=[C:30]([NH:33][C:34]([C:47]4[CH:52]=[CH:51][CH:50]=[CH:49][CH:48]=4)([C:41]4[CH:46]=[CH:45][CH:44]=[CH:43][CH:42]=4)[C:35]4[CH:40]=[CH:39][CH:38]=[CH:37][CH:36]=4)[S:31][CH:32]=3)[C@H:21]2[S:20][CH2:19][C:18]=1[CH:67]=[CH:95][C:94]1[CH:97]=[CH:98][C:99]([N+:101]([O-:103])=[O:102])=[CH:100][C:93]=1[N+:90]([O-:92])=[O:91])=[O:16])([C:8]1[CH:13]=[CH:12][CH:11]=[CH:10][CH:9]=1)[C:2]1[CH:7]=[CH:6][CH:5]=[CH:4][CH:3]=1. (2) Given the reactants C(O)(=O)[C@H](C1C=CC=CC=1)O.[NH2:12][C@@H:13]1[C:21]2[C:16](=[CH:17][CH:18]=[C:19]([N+:22]([O-:24])=[O:23])[CH:20]=2)[CH2:15][C@H:14]1[OH:25].[OH-].[Na+].[C:28]1([C:37]2[CH:42]=[CH:41][CH:40]=[CH:39][CH:38]=2)[CH:33]=[CH:32][C:31]([C:34](Cl)=[O:35])=[CH:30][CH:29]=1, predict the reaction product. The product is: [N+:22]([C:19]1[CH:20]=[C:21]2[C:16]([CH2:15][CH:14]([OH:25])[C@@H:13]2[NH:12][C:34]([C:31]2[CH:32]=[CH:33][C:28]([C:37]3[CH:38]=[CH:39][CH:40]=[CH:41][CH:42]=3)=[CH:29][CH:30]=2)=[O:35])=[CH:17][CH:18]=1)([O-:24])=[O:23]. (3) Given the reactants [CH3:1][C:2]1[C:15]2[C:5](=[CH:6][C:7]3[CH2:13][CH2:12][NH:11][CH2:10][CH2:9][C:8]=3[CH:14]=2)[O:4][N:3]=1.[Cl:16][CH2:17][CH2:18][CH2:19][S:20][C:21]1[N:25]([CH3:26])[C:24]([C:27]2[CH:32]=[CH:31][C:30]([C:33]([F:36])([F:35])[F:34])=[CH:29][CH:28]=2)=[N:23][N:22]=1, predict the reaction product. The product is: [ClH:16].[CH3:1][C:2]1[C:15]2[C:5](=[CH:6][C:7]3[CH2:13][CH2:12][N:11]([CH2:17][CH2:18][CH2:19][S:20][C:21]4[N:25]([CH3:26])[C:24]([C:27]5[CH:32]=[CH:31][C:30]([C:33]([F:36])([F:34])[F:35])=[CH:29][CH:28]=5)=[N:23][N:22]=4)[CH2:10][CH2:9][C:8]=3[CH:14]=2)[O:4][N:3]=1. (4) Given the reactants [C:1]12([C:11]3[CH:16]=[CH:15][C:14]([OH:17])=[CH:13][CH:12]=3)[CH2:10][CH:5]3[CH2:6][CH:7]([CH2:9][CH:3]([CH2:4]3)[CH2:2]1)[CH2:8]2.Br[CH2:19][C:20]([O:22][CH2:23][CH3:24])=[O:21].C([O-])([O-])=O.[K+].[K+], predict the reaction product. The product is: [CH2:23]([O:22][C:20](=[O:21])[CH2:19][O:17][C:14]1[CH:13]=[CH:12][C:11]([C:1]23[CH2:8][CH:7]4[CH2:9][CH:3]([CH2:4][CH:5]([CH2:6]4)[CH2:10]2)[CH2:2]3)=[CH:16][CH:15]=1)[CH3:24].